Dataset: Catalyst prediction with 721,799 reactions and 888 catalyst types from USPTO. Task: Predict which catalyst facilitates the given reaction. (1) Reactant: [NH:1]([C:10]([O:12][C:13]([CH3:16])([CH3:15])[CH3:14])=[O:11])[C@H:2]([C:7]([OH:9])=O)[CH2:3][C:4](=[O:6])[NH2:5].C1C=CC2N(O)N=NC=2C=1.CC(C)N=C=NC(C)C.[NH2:36][C@H:37]([C:50]([O:52][C:53]([CH3:56])([CH3:55])[CH3:54])=[O:51])[CH2:38][C:39]1[CH:44]=[CH:43][C:42]([O:45][C:46]([CH3:49])([CH3:48])[CH3:47])=[CH:41][CH:40]=1.Cl.CN1CCOCC1. Product: [NH:1]([C:10]([O:12][C:13]([CH3:16])([CH3:15])[CH3:14])=[O:11])[C@H:2]([C:7]([NH:36][C@H:37]([C:50]([O:52][C:53]([CH3:56])([CH3:55])[CH3:54])=[O:51])[CH2:38][C:39]1[CH:40]=[CH:41][C:42]([O:45][C:46]([CH3:49])([CH3:47])[CH3:48])=[CH:43][CH:44]=1)=[O:9])[CH2:3][C:4](=[O:6])[NH2:5]. The catalyst class is: 139. (2) Reactant: [C:1]([O:5][C:6]([NH:8][C:9]1[CH:14]=[CH:13][CH:12]=[CH:11][C:10]=1[NH:15][C:16](=[O:28])/[CH:17]=[CH:18]/[C:19]1[CH:20]=[C:21]([CH:25]=[CH:26][CH:27]=1)[C:22](O)=[O:23])=[O:7])([CH3:4])([CH3:3])[CH3:2].O=S(Cl)Cl.[C:33]([C:35]1[CH:36]=[C:37]([NH:41][C:42]2[C:51]3[C:46](=[CH:47][C:48]([NH2:52])=[CH:49][CH:50]=3)[N:45]=[CH:44][N:43]=2)[CH:38]=[CH:39][CH:40]=1)#[CH:34].O. Product: [C:33]([C:35]1[CH:36]=[C:37]([NH:41][C:42]2[C:51]3[C:46](=[CH:47][C:48]([NH:52][C:22]([C:21]4[CH:20]=[C:19](/[CH:18]=[CH:17]/[C:16]([NH:15][C:10]5[CH:11]=[CH:12][CH:13]=[CH:14][C:9]=5[NH:8][C:6](=[O:7])[O:5][C:1]([CH3:2])([CH3:4])[CH3:3])=[O:28])[CH:27]=[CH:26][CH:25]=4)=[O:23])=[CH:49][CH:50]=3)[N:45]=[CH:44][N:43]=2)[CH:38]=[CH:39][CH:40]=1)#[CH:34]. The catalyst class is: 17. (3) Reactant: [CH2:1](Br)[C:2]1[CH:7]=[CH:6][CH:5]=[CH:4][CH:3]=1.[OH:9][C:10]1[CH:17]=[CH:16][C:13]([CH:14]=[O:15])=[CH:12][CH:11]=1.C([O-])([O-])=O.[K+].[K+]. Product: [CH2:1]([O:9][C:10]1[CH:17]=[CH:16][C:13]([CH:14]=[O:15])=[CH:12][CH:11]=1)[C:2]1[CH:7]=[CH:6][CH:5]=[CH:4][CH:3]=1. The catalyst class is: 10. (4) Reactant: [CH2:1]([NH:8][C@H:9]1[CH2:14][CH2:13][CH2:12][C@@H:11]([O:15][C:16]2[C:17]([CH3:25])=[C:18]3[C:22](=[CH:23][CH:24]=2)[NH:21][N:20]=[CH:19]3)[CH2:10]1)[C:2]1[CH:7]=[CH:6][CH:5]=[CH:4][CH:3]=1.C=O.[C:28](O)(=O)C.C([BH3-])#N.[Na+]. Product: [CH2:1]([N:8]([CH3:28])[C@H:9]1[CH2:14][CH2:13][CH2:12][C@@H:11]([O:15][C:16]2[C:17]([CH3:25])=[C:18]3[C:22](=[CH:23][CH:24]=2)[NH:21][N:20]=[CH:19]3)[CH2:10]1)[C:2]1[CH:7]=[CH:6][CH:5]=[CH:4][CH:3]=1. The catalyst class is: 254. (5) Reactant: [NH2:1][C:2]1[C:11]([C:12]2[C:13]([Cl:32])=[C:14]([NH:19][C:20](=[O:31])[C:21]3[CH:26]=[CH:25][CH:24]=[C:23]([C:27]([F:30])([F:29])[F:28])[CH:22]=3)[CH:15]=[CH:16][C:17]=2[Cl:18])=[CH:10][C:9]2[C:4](=[CH:5][CH:6]=CC=2)[N:3]=1.[H-].[Na+].[C:35]([N:39]=[C:40]=[O:41])([CH3:38])([CH3:37])[CH3:36].[CH3:42][N:43](C=O)C. Product: [C:35]([NH:39][C:40](=[O:41])[NH:1][C:2]1[C:11]([C:12]2[C:13]([Cl:32])=[C:14]([NH:19][C:20](=[O:31])[C:21]3[CH:26]=[CH:25][CH:24]=[C:23]([C:27]([F:28])([F:30])[F:29])[CH:22]=3)[CH:15]=[CH:16][C:17]=2[Cl:18])=[CH:10][C:9]2[C:4](=[CH:5][CH:6]=[N:43][CH:42]=2)[N:3]=1)([CH3:38])([CH3:37])[CH3:36]. The catalyst class is: 25. (6) Reactant: [CH3:1][NH:2][CH2:3][CH2:4][NH2:5].[C:6](Cl)([C:19]1[CH:24]=[CH:23][CH:22]=[CH:21][CH:20]=1)([C:13]1[CH:18]=[CH:17][CH:16]=[CH:15][CH:14]=1)[C:7]1[CH:12]=[CH:11][CH:10]=[CH:9][CH:8]=1. Product: [C:6]([N:2]([CH3:1])[CH2:3][CH2:4][NH2:5])([C:19]1[CH:24]=[CH:23][CH:22]=[CH:21][CH:20]=1)([C:13]1[CH:18]=[CH:17][CH:16]=[CH:15][CH:14]=1)[C:7]1[CH:12]=[CH:11][CH:10]=[CH:9][CH:8]=1. The catalyst class is: 764. (7) Reactant: [Br:1][C:2]1[C:7]([F:8])=[CH:6][CH:5]=[C:4]([N+:9]([O-])=O)[C:3]=1[NH:12][C:13]1[CH:18]=[CH:17][CH:16]=[CH:15][N:14]=1.[Cl-].[NH4+]. Product: [Br:1][C:2]1[C:7]([F:8])=[CH:6][CH:5]=[C:4]([NH2:9])[C:3]=1[NH:12][C:13]1[CH:18]=[CH:17][CH:16]=[CH:15][N:14]=1. The catalyst class is: 406.